Task: Regression. Given a peptide amino acid sequence and an MHC pseudo amino acid sequence, predict their binding affinity value. This is MHC class II binding data.. Dataset: Peptide-MHC class II binding affinity with 134,281 pairs from IEDB (1) The peptide sequence is YDKFLANGSTVLTGK. The MHC is DRB1_0701 with pseudo-sequence DRB1_0701. The binding affinity (normalized) is 0.714. (2) The peptide sequence is AEAVKKFGYELEALA. The MHC is DRB1_0301 with pseudo-sequence DRB1_0301. The binding affinity (normalized) is 0.137. (3) The peptide sequence is VWGIKQLQARVLAVERYLKD. The MHC is DRB1_0901 with pseudo-sequence DRB1_0901. The binding affinity (normalized) is 0.288.